Dataset: Full USPTO retrosynthesis dataset with 1.9M reactions from patents (1976-2016). Task: Predict the reactants needed to synthesize the given product. (1) Given the product [NH2:1][C:4]1[C:5]([O:10][CH:11]2[CH2:14][N:13]([C:15]([O:17][C:18]([CH3:21])([CH3:20])[CH3:19])=[O:16])[CH2:12]2)=[N:6][CH:7]=[CH:8][CH:9]=1, predict the reactants needed to synthesize it. The reactants are: [N+:1]([C:4]1[C:5]([O:10][CH:11]2[CH2:14][N:13]([C:15]([O:17][C:18]([CH3:21])([CH3:20])[CH3:19])=[O:16])[CH2:12]2)=[N:6][CH:7]=[CH:8][CH:9]=1)([O-])=O.C([O-])=O.[NH4+]. (2) Given the product [OH:7][CH2:8][C@@H:9]([O:14][CH2:15]/[CH:16]=[C:17](/[CH3:39])\[CH2:18][CH2:19]/[CH:20]=[CH:21]/[C:22]([CH3:38])([CH3:37])[CH2:23][CH2:24][C:25](=[CH2:36])[CH2:26]/[CH:27]=[C:28](\[CH3:35])/[CH2:29][CH2:30][CH:31]=[C:32]([CH3:33])[CH3:34])[C:10]([O:12][CH3:13])=[O:11], predict the reactants needed to synthesize it. The reactants are: COC1C=C(C=CC=1OC)C[O:7][CH2:8][C@@H:9]([O:14][CH2:15]/[CH:16]=[C:17](/[CH3:39])\[CH2:18][CH2:19]/[CH:20]=[CH:21]/[C:22]([CH3:38])([CH3:37])[CH2:23][CH2:24][C:25](=[CH2:36])[CH2:26]/[CH:27]=[C:28](\[CH3:35])/[CH2:29][CH2:30][CH:31]=[C:32]([CH3:34])[CH3:33])[C:10]([O:12][CH3:13])=[O:11].ClC1C(=O)C(C#N)=C(C#N)C(=O)C=1Cl.C([O-])(O)=O.[Na+]. (3) Given the product [Br:1][C:2]1[CH:11]=[C:10]2[C:5]([C:6]([O:14][CH3:13])=[CH:7][CH:8]=[N:9]2)=[CH:4][CH:3]=1, predict the reactants needed to synthesize it. The reactants are: [Br:1][C:2]1[CH:11]=[C:10]2[C:5]([C:6](Cl)=[CH:7][CH:8]=[N:9]2)=[CH:4][CH:3]=1.[CH3:13][O-:14].[Na+]. (4) Given the product [Cl:1][C:2]1[CH:12]=[N:11][C:5]2[S:6][CH2:7][CH2:8][NH:9][C:4]=2[CH:3]=1, predict the reactants needed to synthesize it. The reactants are: [Cl:1][C:2]1[CH:12]=[N:11][C:5]2[S:6][CH2:7][C:8](=O)[NH:9][C:4]=2[CH:3]=1.B.C1COCC1.Cl.[OH-].[Na+]. (5) Given the product [ClH:1].[NH2:52][CH2:51][C@H:48]1[CH2:47][CH2:46][C@H:45]([C:43]([NH:42][C@@H:26]([CH2:25][C:21]2[CH:20]=[C:19]([C:17]3[CH:18]=[C:13]([S:10](=[O:11])(=[O:12])[NH:9][CH2:2][C:3]4[CH:8]=[CH:7][CH:6]=[CH:5][CH:4]=4)[CH:14]=[CH:15][C:16]=3[CH3:60])[CH:24]=[CH:23][CH:22]=2)[C:27](=[O:41])[NH:28][C:29]2[CH:34]=[CH:33][C:32]([C:35]3[NH:39][C:38](=[O:40])[O:37][N:36]=3)=[CH:31][CH:30]=2)=[O:44])[CH2:50][CH2:49]1, predict the reactants needed to synthesize it. The reactants are: [ClH:1].[CH2:2]([NH:9][S:10]([C:13]1[CH:14]=[CH:15][C:16]([CH3:60])=[C:17]([C:19]2[CH:24]=[CH:23][CH:22]=[C:21]([CH2:25][C@H:26]([NH:42][C:43]([C@H:45]3[CH2:50][CH2:49][C@H:48]([CH2:51][NH:52]C(=O)OC(C)(C)C)[CH2:47][CH2:46]3)=[O:44])[C:27](=[O:41])[NH:28][C:29]3[CH:34]=[CH:33][C:32]([C:35]4[NH:39][C:38](=[O:40])[O:37][N:36]=4)=[CH:31][CH:30]=3)[CH:20]=2)[CH:18]=1)(=[O:12])=[O:11])[C:3]1[CH:8]=[CH:7][CH:6]=[CH:5][CH:4]=1.C(#N)C. (6) The reactants are: [F:1][C:2]([F:35])([F:34])[C:3]1[CH:4]=[C:5]([CH:31]=[CH:32][CH:33]=1)[CH2:6][N:7]1[CH2:26][CH2:25][C:11]2([CH2:16][CH2:15][N:14]([C:17]3[S:18][C:19]([C:22](O)=[O:23])=[CH:20][N:21]=3)[CH2:13][CH2:12]2)[O:10][C:9]2[CH:27]=[CH:28][CH:29]=[CH:30][C:8]1=2.[CH3:36][N:37](C(ON1N=NC2C=CC=NC1=2)=[N+](C)C)C.F[P-](F)(F)(F)(F)F.CN.C1COCC1. Given the product [CH3:36][NH:37][C:22]([C:19]1[S:18][C:17]([N:14]2[CH2:13][CH2:12][C:11]3([O:10][C:9]4[CH:27]=[CH:28][CH:29]=[CH:30][C:8]=4[N:7]([CH2:6][C:5]4[CH:31]=[CH:32][CH:33]=[C:3]([C:2]([F:1])([F:34])[F:35])[CH:4]=4)[CH2:26][CH2:25]3)[CH2:16][CH2:15]2)=[N:21][CH:20]=1)=[O:23], predict the reactants needed to synthesize it. (7) Given the product [CH:1]1[C:10]2[C:5](=[CH:6][CH:7]=[CH:8][CH:9]=2)[CH:4]=[CH:3][C:2]=1[C:11]1[C:9]2[C:10]3[C:5](=[CH:4][CH:3]=[CH:2][CH:1]=3)[CH2:6][C:15]=2[C:14]([C:18]#[N:19])=[C:13]([N:20]2[CH2:25][CH2:24][CH2:23][CH2:22][CH2:21]2)[CH:12]=1, predict the reactants needed to synthesize it. The reactants are: [CH:1]1[C:10]2[C:5](=[CH:6][CH:7]=[CH:8][CH:9]=2)[CH:4]=[CH:3][C:2]=1[C:11]1O[C:15](=O)[C:14]([C:18]#[N:19])=[C:13]([N:20]2[CH2:25][CH2:24][CH2:23][CH2:22][CH2:21]2)[CH:12]=1.[H-].[Na+]. (8) Given the product [CH3:27][C:20]1[N:21]=[CH:22][C:23]2[C:18]([CH:19]=1)=[C:17]([NH:14][C:15]([NH:11][CH2:10][C:9]1[CH:12]=[CH:13][C:6]([N:1]3[CH2:5][CH2:4][CH2:3][CH2:2]3)=[CH:7][CH:8]=1)=[O:16])[CH:26]=[CH:25][CH:24]=2, predict the reactants needed to synthesize it. The reactants are: [N:1]1([C:6]2[CH:13]=[CH:12][C:9]([CH2:10][NH2:11])=[CH:8][CH:7]=2)[CH2:5][CH2:4][CH2:3][CH2:2]1.[N:14]([C:17]1[CH:26]=[CH:25][CH:24]=[C:23]2[C:18]=1[CH:19]=[C:20]([CH3:27])[N:21]=[CH:22]2)=[C:15]=[O:16].N(C1C=CC=C2C=1C=CN=C2)=C=O. (9) Given the product [F:1][C:2]1[CH:7]=[CH:6][C:5]([N+:8]([O-:10])=[O:9])=[C:4]2[C:3]=1[CH:16]=[CH:17][CH:12]([CH3:15])[NH:11]2, predict the reactants needed to synthesize it. The reactants are: [F:1][C:2]1[C:3]([CH:16]=[CH2:17])=[C:4]([NH:11][CH:12]([CH3:15])C=C)[C:5]([N+:8]([O-:10])=[O:9])=[CH:6][CH:7]=1.